This data is from Reaction yield outcomes from USPTO patents with 853,638 reactions. The task is: Predict the reaction yield, written as a fraction of the theoretical maximum amount of product (1.0 means a 100% yield; for example, 0.34 means a 34% yield). (1) The catalyst is C1COCC1. The yield is 0.710. The reactants are [NH2:1][C:2]([CH3:6])([CH3:5])[CH2:3][OH:4].[H-].[Na+].[NH2:9][C:10]1[CH:17]=[CH:16][CH:15]=[C:14](F)[C:11]=1[C:12]#[N:13]. The product is [NH2:9][C:10]1[CH:17]=[CH:16][CH:15]=[C:14]([O:4][CH2:3][C:2]([NH2:1])([CH3:6])[CH3:5])[C:11]=1[C:12]#[N:13]. (2) The reactants are [Cl:1][C:2]1[CH:7]=[C:6]([C:8]([F:11])([F:10])[F:9])[CH:5]=[C:4]([F:12])[C:3]=1[O:13][C:14]1[CH:18]=[C:17]([CH3:19])[N:16](C(OC)=O)[N:15]=1.[OH-].[Na+]. The catalyst is C(O)C. The product is [Cl:1][C:2]1[CH:7]=[C:6]([C:8]([F:11])([F:9])[F:10])[CH:5]=[C:4]([F:12])[C:3]=1[O:13][C:14]1[CH:18]=[C:17]([CH3:19])[NH:16][N:15]=1. The yield is 0.882. (3) The reactants are [C:1]1([S:7]([N:10]2[CH:33]=[C:14]3[CH2:15][CH:16]([N:23]([CH:30]4[CH2:32][CH2:31]4)C(=O)C(F)(F)F)[C:17]4[CH2:18][C:19](=[O:22])[CH:20]=[CH:21][C:12]([C:13]=43)=[CH:11]2)(=[O:9])=[O:8])[CH:6]=[CH:5][CH:4]=[CH:3][CH:2]=1.O. The catalyst is C(O)C. The product is [C:1]1([S:7]([N:10]2[CH:33]=[C:14]3[CH2:15][CH:16]([NH:23][CH:30]4[CH2:31][CH2:32]4)[C:17]4[CH2:18][C:19](=[O:22])[CH:20]=[CH:21][C:12]([C:13]=43)=[CH:11]2)(=[O:9])=[O:8])[CH:6]=[CH:5][CH:4]=[CH:3][CH:2]=1. The yield is 0.960.